This data is from Full USPTO retrosynthesis dataset with 1.9M reactions from patents (1976-2016). The task is: Predict the reactants needed to synthesize the given product. (1) Given the product [F:1][C:2]1[C:7]2[N:8]([CH:12]([CH3:14])[CH3:13])[C:9](=[O:11])[O:10][C:6]=2[CH:5]=[C:4]([N:15]2[CH2:16][C@H:17]([C:18]([O:20][CH3:21])=[O:19])[O:22][C:23]2=[O:24])[CH:3]=1, predict the reactants needed to synthesize it. The reactants are: [F:1][C:2]1[C:7]2[N:8]([CH:12]([CH3:14])[CH3:13])[C:9](=[O:11])[O:10][C:6]=2[CH:5]=[C:4]([NH:15][CH2:16][C@@H:17]([OH:22])[C:18]([O:20][CH3:21])=[O:19])[CH:3]=1.[C:23](N1C=CN=C1)(N1C=CN=C1)=[O:24]. (2) Given the product [CH:1]12[CH2:7][CH:4]([CH2:5][CH2:6]1)[CH:3]=[CH:2]2.[C:8]([O:12][CH3:13])(=[O:11])[CH:9]=[CH2:10], predict the reactants needed to synthesize it. The reactants are: [CH:1]12[CH2:7][CH:4]([CH2:5][CH2:6]1)[CH:3]=[CH:2]2.[C:8]([O:12][CH3:13])(=[O:11])[CH:9]=[CH2:10].N(C(C)(C)C#N)=NC(C)(C)C#N.CC[Al](Cl)CC.CC[Al](Cl)Cl.Cl.CO. (3) Given the product [Br:2][C:3]1[CH:8]=[CH:7][C:6]([CH:9]([NH:22][C:23](=[O:28])[C:24]([CH3:27])([CH3:26])[CH3:25])[C:10]([C@@H:12]2[CH2:17][CH2:16][CH2:15][CH2:14][C@H:13]2[C:18]([O:20][CH3:21])=[O:19])=[O:11])=[CH:5][CH:4]=1, predict the reactants needed to synthesize it. The reactants are: [Cl-].[Br:2][C:3]1[CH:8]=[CH:7][C:6]([CH:9]([NH3+:22])[C:10]([C@@H:12]2[CH2:17][CH2:16][CH2:15][CH2:14][C@H:13]2[C:18]([O:20][CH3:21])=[O:19])=[O:11])=[CH:5][CH:4]=1.[C:23](Cl)(=[O:28])[C:24]([CH3:27])([CH3:26])[CH3:25].CCN(C(C)C)C(C)C. (4) Given the product [CH3:1][CH:2]([N:4]1[CH:8]=[C:7]([OH:18])[CH:6]=[N:5]1)[CH3:3], predict the reactants needed to synthesize it. The reactants are: [CH3:1][CH:2]([N:4]1[CH:8]=[C:7](B2OC(C)(C)C(C)(C)O2)[CH:6]=[N:5]1)[CH3:3].[OH-:18].[Na+].OO. (5) Given the product [Cl:30][C:27]1[CH:26]=[CH:25][C:24]([N:16]2[C:15]([NH:5][CH:31]3[CH2:36][CH2:35][CH2:34][CH2:33][CH2:32]3)=[C:23]3[C:18]([CH:19]=[CH:20][CH:21]=[CH:22]3)=[N:17]2)=[CH:29][CH:28]=1, predict the reactants needed to synthesize it. The reactants are: C([N:5]([C:15]1[N:16]([C:24]2[CH:29]=[CH:28][C:27]([Cl:30])=[CH:26][CH:25]=2)[N:17]=[C:18]2[C:23]=1[CH:22]=[CH:21][CH:20]=[CH:19]2)C(NC1CCCCC1)=O)CCC.[CH:31]1(N)[CH2:36][CH2:35][CH2:34][CH2:33][CH2:32]1. (6) Given the product [Br:26][C:13]1[C:8]([C:5]2[CH:4]=[CH:3][C:2]([Cl:1])=[CH:7][CH:6]=2)=[C:9]([C:15]2[CH:16]=[CH:17][C:18]([C:19]#[N:20])=[CH:21][CH:22]=2)[C:10](=[O:14])[NH:11][N:12]=1, predict the reactants needed to synthesize it. The reactants are: [Cl:1][C:2]1[CH:7]=[CH:6][C:5]([C:8]2[CH:13]=[N:12][NH:11][C:10](=[O:14])[C:9]=2[C:15]2[CH:22]=[CH:21][C:18]([C:19]#[N:20])=[CH:17][CH:16]=2)=[CH:4][CH:3]=1.O[Li].O.[Br:26]Br.[Li+].[OH-].[OH-].[Na+]. (7) Given the product [C:1]([O:5][C:6]([N:8]1[CH2:13][CH2:12][N:11]([CH2:14][C:15]2[C:20]([C:21]([F:22])([F:24])[F:23])=[CH:19][C:18]([C:25]([OH:27])=[O:26])=[C:17]([NH2:30])[C:16]=2[Br:31])[CH2:10][CH2:9]1)=[O:7])([CH3:4])([CH3:2])[CH3:3], predict the reactants needed to synthesize it. The reactants are: [C:1]([O:5][C:6]([N:8]1[CH2:13][CH2:12][N:11]([CH2:14][C:15]2[C:20]([C:21]([F:24])([F:23])[F:22])=[CH:19][C:18]([C:25]([O:27]CC)=[O:26])=[C:17]([NH2:30])[C:16]=2[Br:31])[CH2:10][CH2:9]1)=[O:7])([CH3:4])([CH3:3])[CH3:2].NC1C(Cl)=C(C=O)C(C(F)(F)F)=CC=1C(O)=O.